Dataset: Full USPTO retrosynthesis dataset with 1.9M reactions from patents (1976-2016). Task: Predict the reactants needed to synthesize the given product. (1) Given the product [CH2:2]([N:5]1[CH2:10][CH2:9][N:8]([C:11]2[N:12]=[CH:13][C:14]([NH:17][S:18]([C:21]3[CH:26]=[CH:25][C:24]([CH:28]4[CH2:30][CH2:29]4)=[CH:23][CH:22]=3)(=[O:20])=[O:19])=[CH:15][CH:16]=2)[CH2:7][CH2:6]1)[CH:3]=[CH2:4], predict the reactants needed to synthesize it. The reactants are: Cl.[CH2:2]([N:5]1[CH2:10][CH2:9][N:8]([C:11]2[CH:16]=[CH:15][C:14]([NH:17][S:18]([C:21]3[CH:26]=[CH:25][C:24](Br)=[CH:23][CH:22]=3)(=[O:20])=[O:19])=[CH:13][N:12]=2)[CH2:7][CH2:6]1)[CH:3]=[CH2:4].[CH:28]1(B(O)O)[CH2:30][CH2:29]1.[O-]P([O-])([O-])=O.[K+].[K+].[K+].C1(P(C2CCCCC2)C2CCCCC2)CCCCC1. (2) Given the product [Cl:1][C:2]1[C:3]([C:8]2[CH:9]=[C:10]3[C:14](=[CH:15][CH:16]=2)[NH:13][N:12]=[C:11]3[N:17]2[C:21](=[O:22])[C:20]3[C:19](=[CH:27][CH:26]=[CH:25][CH:24]=3)[C:18]2=[O:23])=[N:4][CH:5]=[CH:6][CH:7]=1, predict the reactants needed to synthesize it. The reactants are: [Cl:1][C:2]1[C:3]([C:8]2[CH:9]=[C:10]3[C:14](=[CH:15][CH:16]=2)[NH:13][N:12]=[C:11]3[NH2:17])=[N:4][CH:5]=[CH:6][CH:7]=1.[C:18]1(=O)[O:23][C:21](=[O:22])[C:20]2=[CH:24][CH:25]=[CH:26][CH:27]=[C:19]12. (3) Given the product [C:18]([O:20][CH2:21][CH3:22])(=[O:19])[C:17]1[CH:23]=[CH:24][CH:14]=[CH:15][CH:16]=1, predict the reactants needed to synthesize it. The reactants are: NC1C=C(C=CC=1)OC1C(F)=C(O[C:14]2[CH:24]=[CH:23][C:17]([C:18]([O:20][CH2:21][CH3:22])=[O:19])=[CH:16][C:15]=2OC)C(F)=C(OC2C=C(C#N)C=C(OC)C=2C2C=CC=CC=2)N=1.N#CN.Cl. (4) Given the product [CH:30]1([CH2:31][C:8]([C:10]2[N:11]=[C:12]([CH:15]3[CH2:20][CH2:19][N:18]([C:21]([O:23][C:24]([CH3:27])([CH3:26])[CH3:25])=[O:22])[CH2:17][CH2:16]3)[S:13][CH:14]=2)=[N:7][O:6][CH3:5])[CH2:19][CH2:20][CH2:15][CH2:16][CH2:17]1, predict the reactants needed to synthesize it. The reactants are: [Cl-].CO[NH3+].[CH3:5][O:6][N:7](C)[C:8]([C:10]1[N:11]=[C:12]([CH:15]2[CH2:20][CH2:19][N:18]([C:21]([O:23][C:24]([CH3:27])([CH3:26])[CH3:25])=[O:22])[CH2:17][CH2:16]2)[S:13][CH:14]=1)=O.O.[CH2:30](O)[CH3:31]. (5) Given the product [Br:13][C:6]1[C:5]2[C:10](=[CH:11][C:2]([Cl:1])=[CH:3][CH:4]=2)[C:9](=[O:12])[NH:8][CH:7]=1, predict the reactants needed to synthesize it. The reactants are: [Cl:1][C:2]1[CH:11]=[C:10]2[C:5]([CH:6]=[CH:7][NH:8][C:9]2=[O:12])=[CH:4][CH:3]=1.[Br:13]N1C(=O)CCC1=O.